Dataset: Reaction yield outcomes from USPTO patents with 853,638 reactions. Task: Predict the reaction yield, written as a fraction of the theoretical maximum amount of product (1.0 means a 100% yield; for example, 0.34 means a 34% yield). (1) The reactants are [C:1]1([CH2:7][O:8][C:9]([NH:11][CH2:12][C@@H:13]2[CH2:18][CH2:17][CH2:16][N:15](C(OC(C)(C)C)=O)[CH2:14]2)=[O:10])[CH:6]=[CH:5][CH:4]=[CH:3][CH:2]=1.Cl.O1CCOCC1. The catalyst is C(Cl)Cl.O. The product is [NH:15]1[CH2:16][CH2:17][CH2:18][C@@H:13]([CH2:12][NH:11][C:9](=[O:10])[O:8][CH2:7][C:1]2[CH:6]=[CH:5][CH:4]=[CH:3][CH:2]=2)[CH2:14]1. The yield is 1.00. (2) The reactants are C([Li:5])CCC.Br[C:7]1[CH:8]=[C:9]([N:13]2[CH2:17][CH2:16][CH:15]([O:18][CH3:19])[CH2:14]2)[CH:10]=[CH:11][CH:12]=1.[S:20](=[O:22])=[O:21]. The catalyst is O1CCCC1. The product is [CH3:19][O:18][CH:15]1[CH2:16][CH2:17][N:13]([C:9]2[CH:8]=[C:7]([S:20]([O-:22])=[O:21])[CH:12]=[CH:11][CH:10]=2)[CH2:14]1.[Li+:5]. The yield is 0.900. (3) The reactants are [OH-:1].[Na+:2].CN(C=[O:7])C.[CH:8]1[N:12]=[CH:11][N:10]([CH2:13][C:14]([P:20]([OH:23])([OH:22])=[O:21])([P:16]([OH:19])([OH:18])=[O:17])[OH:15])[CH:9]=1.CO. The catalyst is O. The product is [CH:8]1[N:12]=[CH:11][N:10]([CH2:13][C:14]([P:16]([O-:19])([OH:18])=[O:17])([P:20]([O-:22])([OH:23])=[O:21])[OH:15])[CH:9]=1.[OH2:7].[OH2:1].[OH2:7].[OH2:7].[Na+:2].[Na+:2]. The yield is 0.900. (4) The reactants are [H-].[Al+3].[Li+].[H-].[H-].[H-].[NH:7]1[C:15]2[CH:14]=[CH:13][CH:12]=[C:11]([C:16]#[N:17])[C:10]=2[CH:9]=[CH:8]1.[OH-].[Na+]. The catalyst is O1CCCC1. The product is [NH:7]1[C:15]2[CH:14]=[CH:13][CH:12]=[C:11]([CH2:16][NH2:17])[C:10]=2[CH:9]=[CH:8]1. The yield is 0.800. (5) The reactants are [CH2:1]([O:5][C:6]1[CH:7]=[C:8]([CH2:12][C:13](Cl)=[N:14][OH:15])[CH:9]=[CH:10][CH:11]=1)[CH2:2][CH2:3][CH3:4].[C:17]([C:19]1[C:20]([NH2:26])=[N:21][C:22]([NH2:25])=[CH:23][CH:24]=1)#[CH:18].C(N(CC)CC)C. The catalyst is O1CCCC1. The product is [CH2:1]([O:5][C:6]1[CH:7]=[C:8]([CH:9]=[CH:10][CH:11]=1)[CH2:12][C:13]1[CH:18]=[C:17]([C:19]2[C:20]([NH2:26])=[N:21][C:22]([NH2:25])=[CH:23][CH:24]=2)[O:15][N:14]=1)[CH2:2][CH2:3][CH3:4]. The yield is 0.210. (6) The reactants are [O:1]=[C:2]1[C:11]2[C:6](=[CH:7][CH:8]=[C:9]([C:12]([O:14][CH3:15])=[O:13])[CH:10]=2)[CH:5]=[CH:4][N:3]1[CH2:16][CH:17]=O.[CH3:19][O:20][C:21]1[CH:27]=[CH:26][C:24]([NH2:25])=[CH:23][CH:22]=1.C(O)(=O)C.C([BH3-])#N.[Na+]. The catalyst is CO. The product is [CH3:19][O:20][C:21]1[CH:27]=[CH:26][C:24]([NH:25][CH2:17][CH2:16][N:3]2[CH:4]=[CH:5][C:6]3[C:11](=[CH:10][C:9]([C:12]([O:14][CH3:15])=[O:13])=[CH:8][CH:7]=3)[C:2]2=[O:1])=[CH:23][CH:22]=1. The yield is 0.830.